Task: Predict which catalyst facilitates the given reaction.. Dataset: Catalyst prediction with 721,799 reactions and 888 catalyst types from USPTO (1) Reactant: [C:1]([CH2:4][CH2:5][C:6]1[C:7]([CH3:13])=[C:8]([CH:11]=O)[NH:9][CH:10]=1)([OH:3])=[O:2].[CH2:14]([C:16]1[CH:17]=[C:18]2[C:22](=[CH:23][CH:24]=1)[NH:21][C:20](=[O:25])[CH2:19]2)[CH3:15].N1CCCCC1. Product: [CH2:14]([C:16]1[CH:17]=[C:18]2[C:22](=[CH:23][CH:24]=1)[NH:21][C:20](=[O:25])[C:19]2=[CH:11][C:8]1[NH:9][CH:10]=[C:6]([CH2:5][CH2:4][C:1]([OH:3])=[O:2])[C:7]=1[CH3:13])[CH3:15]. The catalyst class is: 8. (2) Reactant: Br[C:2]1[CH:7]=[CH:6][C:5]([F:8])=[CH:4][N:3]=1.C(O[Na])(C)(C)C.[CH:15]([NH2:18])([CH3:17])[CH3:16]. Product: [F:8][C:5]1[CH:6]=[CH:7][C:2]([NH:18][CH:15]([CH3:17])[CH3:16])=[N:3][CH:4]=1. The catalyst class is: 733.